From a dataset of Forward reaction prediction with 1.9M reactions from USPTO patents (1976-2016). Predict the product of the given reaction. (1) The product is: [Br:1][C:2]1[CH:10]=[C:9]2[C:5]([CH2:6][C:7]3([CH2:16][CH2:15][CH:14]([O:17][CH3:21])[CH2:13][CH2:12]3)[C:8]2=[O:11])=[CH:4][C:3]=1[CH3:18]. Given the reactants [Br:1][C:2]1[CH:10]=[C:9]2[C:5]([CH2:6][C:7]3([CH2:16][CH2:15][CH:14]([OH:17])[CH2:13][CH2:12]3)[C:8]2=[O:11])=[CH:4][C:3]=1[CH3:18].CI.[CH3:21]C(C)([O-])C.[K+].O, predict the reaction product. (2) Given the reactants [NH:1]1[C:11]2[C:6](=[CH:7][CH:8]=[CH:9][CH:10]=2)[C:4](=[O:5])[C:2]1=[O:3].[N+:12]([CH3:15])([O-:14])=[O:13], predict the reaction product. The product is: [OH:5][C:4]1([CH2:15][N+:12]([O-:14])=[O:13])[C:6]2[C:11](=[CH:10][CH:9]=[CH:8][CH:7]=2)[NH:1][C:2]1=[O:3]. (3) Given the reactants I[C:2]1[CH:3]=[C:4]([C:7]([O:9][CH3:10])=[O:8])[NH:5][CH:6]=1.[CH3:11][C:12]1(C)[C:16](C)(C)OB(C(C)=C)O1.P([O-])([O-])([O-])=O.[K+].[K+].[K+], predict the reaction product. The product is: [CH2:11]=[C:12]([C:2]1[CH:3]=[C:4]([C:7]([O:9][CH3:10])=[O:8])[NH:5][CH:6]=1)[CH3:16]. (4) Given the reactants [I-].ClC1C=CC=C[N+]=1C.CCN(C(C)C)C(C)C.[C:19]1([CH3:31])[CH:24]=[CH:23][C:22]([C:25]2[N:26]=[C:27]([NH2:30])[S:28][CH:29]=2)=[CH:21][CH:20]=1.[C:32]([O:36][C:37]([NH:39][C:40]1[S:41][C:42]([C:45](O)=[O:46])=[CH:43][N:44]=1)=[O:38])([CH3:35])([CH3:34])[CH3:33], predict the reaction product. The product is: [C:19]1([CH3:31])[CH:20]=[CH:21][C:22]([C:25]2[N:26]=[C:27]([NH:30][C:45]([C:42]3[S:41][C:40]([NH:39][C:37](=[O:38])[O:36][C:32]([CH3:34])([CH3:33])[CH3:35])=[N:44][CH:43]=3)=[O:46])[S:28][CH:29]=2)=[CH:23][CH:24]=1. (5) Given the reactants [CH2:1]([O:3][C@@H:4]1[C@H:9]([NH:10][C:11](=[O:17])[O:12][C:13]([CH3:16])([CH3:15])[CH3:14])[CH:8]=[C:7]([C:18]2[CH:23]=[CH:22][N:21]=[CH:20][C:19]=2[N+:24]([O-])=O)[CH2:6][C@@H:5]1[CH3:27])[CH3:2], predict the reaction product. The product is: [C:11](=[O:12])([O-:17])[NH2:10].[NH2:24][C:19]1[CH:20]=[N:21][CH:22]=[CH:23][C:18]=1[C@H:7]1[CH2:8][C@@H:9]([NH:10][C:11](=[O:17])[O:12][C:13]([CH3:14])([CH3:15])[CH3:16])[C@@H:4]([O:3][CH2:1][CH3:2])[C@@H:5]([CH3:27])[CH2:6]1. (6) The product is: [CH2:1]([O:3][C:4]([C:6]1([C:9]2[CH:14]=[CH:13][C:12]([C:15]3[CH:20]=[CH:19][C:18]([C:21]4[O:25][N:24]=[C:23]([CH3:26])[C:22]=4[NH:27][C:28]4[N:29]=[C:30]([C:41]5[CH:40]=[N:39][C:38]([O:37][CH2:35][CH3:36])=[CH:43][CH:42]=5)[CH:31]=[CH:32][CH:33]=4)=[CH:17][CH:16]=3)=[CH:11][CH:10]=2)[CH2:8][CH2:7]1)=[O:5])[CH3:2]. Given the reactants [CH2:1]([O:3][C:4]([C:6]1([C:9]2[CH:14]=[CH:13][C:12]([C:15]3[CH:20]=[CH:19][C:18]([C:21]4[O:25][N:24]=[C:23]([CH3:26])[C:22]=4[NH:27][C:28]4[CH:33]=[CH:32][CH:31]=[C:30](Br)[N:29]=4)=[CH:17][CH:16]=3)=[CH:11][CH:10]=2)[CH2:8][CH2:7]1)=[O:5])[CH3:2].[CH2:35]([O:37][C:38]1[CH:43]=[CH:42][C:41](B(O)O)=[CH:40][N:39]=1)[CH3:36], predict the reaction product. (7) Given the reactants C[O-].[Na+].[C:4]([S:7][CH2:8][C@@H:9]1[C@@H:13]([OH:14])[CH2:12][N:11]([C:15]([O:17][C:18]([CH3:21])([CH3:20])[CH3:19])=[O:16])[CH2:10]1)(=O)[CH3:5].Cl[C:23]1[CH:28]=[N:27]C=C[N:24]=1.O, predict the reaction product. The product is: [OH:14][C@@H:13]1[C@@H:9]([CH2:8][S:7][C:4]2[CH:5]=[N:27][CH:28]=[CH:23][N:24]=2)[CH2:10][N:11]([C:15]([O:17][C:18]([CH3:21])([CH3:20])[CH3:19])=[O:16])[CH2:12]1. (8) Given the reactants [CH2:1]([O:8][C:9]1[CH:18]=[C:17]2[C:12]([C:13](Cl)=[CH:14][CH:15]=[N:16]2)=[CH:11][C:10]=1[O:20][CH3:21])[C:2]1[CH:7]=[CH:6][CH:5]=[CH:4][CH:3]=1.[OH:22][C:23]1[CH:28]=[CH:27][C:26]([NH:29][C:30]([C:32]2[S:33][CH:34]=[CH:35][CH:36]=2)=[O:31])=[CH:25][CH:24]=1.C(Cl)Cl.[OH-].[Na+], predict the reaction product. The product is: [CH2:1]([O:8][C:9]1[CH:18]=[C:17]2[C:12]([C:13]([O:22][C:23]3[CH:24]=[CH:25][C:26]([NH:29][C:30]([C:32]4[S:33][CH:34]=[CH:35][CH:36]=4)=[O:31])=[CH:27][CH:28]=3)=[CH:14][CH:15]=[N:16]2)=[CH:11][C:10]=1[O:20][CH3:21])[C:2]1[CH:7]=[CH:6][CH:5]=[CH:4][CH:3]=1. (9) Given the reactants ClC1N=CC(NCC2C=CC(OC)=CC=2)=CC=1C(F)(F)F.COC1C=CC(C[NH:29][C:30]2[CH:31]=[C:32]([C:42]([F:45])([F:44])[F:43])[C:33]([C:36]3[CH:37]=[N:38][CH:39]=[CH:40][CH:41]=3)=[N:34][CH:35]=2)=CC=1, predict the reaction product. The product is: [F:44][C:42]([F:43])([F:45])[C:32]1[C:33]([C:36]2[CH:37]=[N:38][CH:39]=[CH:40][CH:41]=2)=[N:34][CH:35]=[C:30]([NH2:29])[CH:31]=1. (10) Given the reactants [C:1]([C:3]1[CH:4]=[C:5]([C:10]2[N:14]=[C:13]([C:15]3[CH:20]=[CH:19][CH:18]=[CH:17][N:16]=3)[O:12][N:11]=2)[CH:6]=[C:7](F)[CH:8]=1)#[N:2].C(=O)([O-])[O-].[K+].[K+].[NH:27]1[CH:31]=[CH:30][N:29]=[CH:28]1.CN(C)C=O, predict the reaction product. The product is: [C:1]([C:3]1[CH:4]=[C:5]([C:10]2[N:14]=[C:13]([C:15]3[CH:20]=[CH:19][CH:18]=[CH:17][N:16]=3)[O:12][N:11]=2)[CH:6]=[C:7]([N:27]2[CH:31]=[CH:30][N:29]=[CH:28]2)[CH:8]=1)#[N:2].